This data is from NCI-60 drug combinations with 297,098 pairs across 59 cell lines. The task is: Regression. Given two drug SMILES strings and cell line genomic features, predict the synergy score measuring deviation from expected non-interaction effect. (1) Drug 1: CCC1=CC2CC(C3=C(CN(C2)C1)C4=CC=CC=C4N3)(C5=C(C=C6C(=C5)C78CCN9C7C(C=CC9)(C(C(C8N6C)(C(=O)OC)O)OC(=O)C)CC)OC)C(=O)OC.C(C(C(=O)O)O)(C(=O)O)O. Drug 2: CC(CN1CC(=O)NC(=O)C1)N2CC(=O)NC(=O)C2. Cell line: HS 578T. Synergy scores: CSS=66.6, Synergy_ZIP=1.77, Synergy_Bliss=6.12, Synergy_Loewe=-23.5, Synergy_HSA=7.04. (2) Drug 1: CN1C(=O)N2C=NC(=C2N=N1)C(=O)N. Drug 2: CN1C2=C(C=C(C=C2)N(CCCl)CCCl)N=C1CCCC(=O)O.Cl. Cell line: CCRF-CEM. Synergy scores: CSS=0.795, Synergy_ZIP=0.471, Synergy_Bliss=-2.25, Synergy_Loewe=-5.68, Synergy_HSA=-5.49. (3) Drug 1: CN(C)C1=NC(=NC(=N1)N(C)C)N(C)C. Drug 2: B(C(CC(C)C)NC(=O)C(CC1=CC=CC=C1)NC(=O)C2=NC=CN=C2)(O)O. Cell line: HCT-15. Synergy scores: CSS=4.47, Synergy_ZIP=1.54, Synergy_Bliss=7.65, Synergy_Loewe=3.75, Synergy_HSA=4.76. (4) Drug 1: COC1=CC(=CC(=C1O)OC)C2C3C(COC3=O)C(C4=CC5=C(C=C24)OCO5)OC6C(C(C7C(O6)COC(O7)C8=CC=CS8)O)O. Drug 2: C1C(C(OC1N2C=NC3=C(N=C(N=C32)Cl)N)CO)O. Cell line: SK-MEL-28. Synergy scores: CSS=11.5, Synergy_ZIP=-6.97, Synergy_Bliss=1.61, Synergy_Loewe=-3.51, Synergy_HSA=0.572. (5) Synergy scores: CSS=13.6, Synergy_ZIP=-6.10, Synergy_Bliss=-7.91, Synergy_Loewe=-47.1, Synergy_HSA=-9.51. Drug 2: CN1C(=O)N2C=NC(=C2N=N1)C(=O)N. Cell line: SNB-75. Drug 1: CC1=C2C(C(=O)C3(C(CC4C(C3C(C(C2(C)C)(CC1OC(=O)C(C(C5=CC=CC=C5)NC(=O)OC(C)(C)C)O)O)OC(=O)C6=CC=CC=C6)(CO4)OC(=O)C)OC)C)OC. (6) Drug 1: CC1=C(C(=CC=C1)Cl)NC(=O)C2=CN=C(S2)NC3=CC(=NC(=N3)C)N4CCN(CC4)CCO. Drug 2: CC(C)(C#N)C1=CC(=CC(=C1)CN2C=NC=N2)C(C)(C)C#N. Cell line: BT-549. Synergy scores: CSS=-2.42, Synergy_ZIP=-0.489, Synergy_Bliss=-3.42, Synergy_Loewe=-3.84, Synergy_HSA=-3.69.